From a dataset of Full USPTO retrosynthesis dataset with 1.9M reactions from patents (1976-2016). Predict the reactants needed to synthesize the given product. (1) Given the product [OH:9][C:10]1[CH:11]=[C:12]([CH:15]=[CH:16][C:17]=1[NH:18][CH:19]1[CH2:25][CH:24]2[N:26]([CH3:27])[CH:21]([CH2:22][CH2:23]2)[CH2:20]1)[C:13]#[N:14].[C:1]([OH:7])([C:3]([F:6])([F:5])[F:4])=[O:2], predict the reactants needed to synthesize it. The reactants are: [C:1]([OH:7])([C:3]([F:6])([F:5])[F:4])=[O:2].C[O:9][C:10]1[CH:11]=[C:12]([CH:15]=[CH:16][C:17]=1[NH:18][CH:19]1[CH2:25][CH:24]2[N:26]([CH3:27])[CH:21]([CH2:22][CH2:23]2)[CH2:20]1)[C:13]#[N:14].C(N(CC)C(C1C=CC2N(C3CC4N(CCC5C=CC=CC=5)C(CC4)C3)C3C(OC=2C=1)=C(OC)C=CC=3)=O)C. (2) Given the product [C:31]([O:30][C:28](=[O:29])[C:24]1[CH:25]=[CH:26][CH:27]=[C:22]([CH2:21][CH:20]([NH:19][C:18](=[O:50])[CH2:17][CH:14]2[CH2:13][CH2:12][NH:11][CH2:16][CH2:15]2)[B:37]2[O:45][CH:44]3[C:39]([CH3:49])([CH:40]4[CH2:46][CH:42]([CH2:43]3)[C:41]4([CH3:47])[CH3:48])[O:38]2)[C:23]=1[O:35][CH3:36])([CH3:32])([CH3:33])[CH3:34], predict the reactants needed to synthesize it. The reactants are: C(OC([N:11]1[CH2:16][CH2:15][CH:14]([CH2:17][C:18](=[O:50])[NH:19][CH:20]([B:37]2[O:45][CH:44]3[C:39]([CH3:49])([CH:40]4[CH2:46][CH:42]([CH2:43]3)[C:41]4([CH3:48])[CH3:47])[O:38]2)[CH2:21][C:22]2[CH:27]=[CH:26][CH:25]=[C:24]([C:28]([O:30][C:31]([CH3:34])([CH3:33])[CH3:32])=[O:29])[C:23]=2[O:35][CH3:36])[CH2:13][CH2:12]1)=O)C1C=CC=CC=1. (3) Given the product [CH:15]12[CH2:24][CH:19]3[CH2:20][CH:21]([CH2:23][CH:17]([CH2:18]3)[CH:16]1[NH:1][C:2]1[CH:7]=[CH:6][CH:5]=[CH:4][C:3]=1[C:8]1[CH:13]=[CH:12][CH:11]=[CH:10][C:9]=1[NH:14][CH:26]1[CH:43]3[CH2:48][CH:31]4[CH2:30][CH:29]([CH2:28][CH:27]1[CH2:32]4)[CH2:44]3)[CH2:22]2, predict the reactants needed to synthesize it. The reactants are: [NH2:1][C:2]1[CH:7]=[CH:6][CH:5]=[CH:4][C:3]=1[C:8]1[CH:13]=[CH:12][CH:11]=[CH:10][C:9]=1[NH2:14].[CH:15]12[CH2:24][CH:19]3[CH2:20][CH:21]([CH2:23][CH:17]([CH2:18]3)[C:16]1=O)[CH2:22]2.[CH3:26][C:27]1[CH:28]=[CH:29][C:30](S(O)(=O)=O)=[CH:31][CH:32]=1.[H-].[H-].[H-].[H-].[Li+].[Al+3].[C:43]1(C)[CH:48]=CC=C[CH:44]=1. (4) Given the product [CH2:20]([N:1]1[CH2:2][CH2:3][C:4]2([O:11][C:10](=[O:12])[NH:9][C:8]3[CH:13]=[CH:14][CH:15]=[CH:16][C:7]2=3)[CH2:5][CH2:6]1)[CH2:19][CH:18]([CH3:22])[CH3:17], predict the reactants needed to synthesize it. The reactants are: [NH:1]1[CH2:6][CH2:5][C:4]2([O:11][C:10](=[O:12])[NH:9][C:8]3[CH:13]=[CH:14][CH:15]=[CH:16][C:7]2=3)[CH2:3][CH2:2]1.[CH3:17][CH:18]([CH3:22])[CH2:19][CH:20]=O.C(O[BH-](OC(=O)C)OC(=O)C)(=O)C.[Na+]. (5) Given the product [CH3:35][C:20]1[CH:21]=[C:22]([S:25]([C:28]2[CH:29]=[C:30]([OH:34])[CH:31]=[CH:32][CH:33]=2)(=[O:27])=[O:26])[CH:23]=[CH:24][C:19]=1[CH:16]1[CH2:17][CH2:18][N:14]([CH3:13])[CH2:15]1, predict the reactants needed to synthesize it. The reactants are: [H-].[H-].[H-].[H-].[Li+].[Al+3].C(OC(=O)[CH2:13][N:14]1[CH2:18][CH2:17][CH:16]([C:19]2[CH:24]=[CH:23][C:22]([S:25]([C:28]3[CH:33]=[CH:32][CH:31]=[C:30]([OH:34])[CH:29]=3)(=[O:27])=[O:26])=[CH:21][C:20]=2[CH3:35])[CH2:15]1)(C)(C)C.[O-]S([O-])(=O)=O.[Na+].[Na+]. (6) Given the product [F:1][C:2]1[CH:8]=[CH:7][CH:6]=[CH:5][C:3]=1[NH:4][CH2:11][CH2:10][C:9]([OH:13])=[O:12], predict the reactants needed to synthesize it. The reactants are: [F:1][C:2]1[CH:8]=[CH:7][CH:6]=[CH:5][C:3]=1[NH2:4].[C:9]([OH:13])(=[O:12])[CH:10]=[CH2:11]. (7) Given the product [Br:1][C:2]1[CH:7]=[C:6]([N+:8]([O-:10])=[O:9])[C:5]([O:11][CH2:15][C:16]([O:18][CH3:19])=[O:17])=[C:4]([O:12][CH3:13])[CH:3]=1, predict the reactants needed to synthesize it. The reactants are: [Br:1][C:2]1[CH:7]=[C:6]([N+:8]([O-:10])=[O:9])[C:5]([OH:11])=[C:4]([O:12][CH3:13])[CH:3]=1.Br[CH2:15][C:16]([O:18][CH3:19])=[O:17].